From a dataset of Forward reaction prediction with 1.9M reactions from USPTO patents (1976-2016). Predict the product of the given reaction. (1) Given the reactants [CH:1]1([C:4]2[C:5]([N:13]3[CH2:18][CH2:17][N:16]([C:19]([C:21]4[CH:26]=[CH:25][C:24](I)=[CH:23][CH:22]=4)=[O:20])[CH2:15][CH2:14]3)=[N:6][CH:7]=[C:8]([CH:10]3[CH2:12][CH2:11]3)[CH:9]=2)[CH2:3][CH2:2]1.[C:28]([N:31]1[CH2:35][CH2:34][NH:33][C:32]1=[O:36])(=[O:30])[CH3:29], predict the reaction product. The product is: [C:28]([N:31]1[CH2:35][CH2:34][N:33]([C:24]2[CH:25]=[CH:26][C:21]([C:19]([N:16]3[CH2:15][CH2:14][N:13]([C:5]4[C:4]([CH:1]5[CH2:3][CH2:2]5)=[CH:9][C:8]([CH:10]5[CH2:11][CH2:12]5)=[CH:7][N:6]=4)[CH2:18][CH2:17]3)=[O:20])=[CH:22][CH:23]=2)[C:32]1=[O:36])(=[O:30])[CH3:29]. (2) Given the reactants [Cl:1][C:2]1[CH:22]=[CH:21][C:5]2[C:6](OS(C(F)(F)F)(=O)=O)=[C:7]([C:9]([O:11][CH3:12])=[O:10])[S:8][C:4]=2[CH:3]=1.[CH2:23]([N:25](CC)CC)[CH3:24].C(OC)(=O)C[SH:32], predict the reaction product. The product is: [Cl:1][C:2]1[CH:22]=[CH:21][C:5]2[C:6]([S:32][CH2:24][C:23]#[N:25])=[C:7]([C:9]([O:11][CH3:12])=[O:10])[S:8][C:4]=2[CH:3]=1.